The task is: Regression. Given a peptide amino acid sequence and an MHC pseudo amino acid sequence, predict their binding affinity value. This is MHC class II binding data.. This data is from Peptide-MHC class II binding affinity with 134,281 pairs from IEDB. (1) The peptide sequence is ISPNSVFSQWRVVCDSLEDYD. The MHC is DRB1_1101 with pseudo-sequence DRB1_1101. The binding affinity (normalized) is 0.164. (2) The peptide sequence is CVPKVTFTVEKGSNE. The MHC is HLA-DPA10103-DPB10301 with pseudo-sequence HLA-DPA10103-DPB10301. The binding affinity (normalized) is 0. (3) The peptide sequence is MAVHQYTVALFLAVA. The MHC is DRB1_0802 with pseudo-sequence DRB1_0802. The binding affinity (normalized) is 0.465. (4) The peptide sequence is VDFGNSYIAEMETES. The MHC is DRB3_0301 with pseudo-sequence DRB3_0301. The binding affinity (normalized) is 0.410. (5) The MHC is HLA-DQA10101-DQB10501 with pseudo-sequence HLA-DQA10101-DQB10501. The binding affinity (normalized) is 0.637. The peptide sequence is SQDLELWWNLNGLQAY. (6) The peptide sequence is LCQYLNTLTLAVPYN. The MHC is DRB5_0101 with pseudo-sequence DRB5_0101. The binding affinity (normalized) is 0.337. (7) The MHC is DRB1_1101 with pseudo-sequence DRB1_1101. The binding affinity (normalized) is 0.604. The peptide sequence is GEIQIVDKIDAAFKI. (8) The peptide sequence is LEQDKCVTVMAPDKP. The binding affinity (normalized) is 0.228. The MHC is DRB1_0404 with pseudo-sequence DRB1_0404. (9) The peptide sequence is VSKAPQLVPKLDEVY. The MHC is DRB4_0101 with pseudo-sequence DRB4_0103. The binding affinity (normalized) is 0.113. (10) The peptide sequence is MSQIMYNYPAMRAHA. The MHC is HLA-DQA10501-DQB10301 with pseudo-sequence HLA-DQA10501-DQB10301. The binding affinity (normalized) is 0.201.